This data is from Catalyst prediction with 721,799 reactions and 888 catalyst types from USPTO. The task is: Predict which catalyst facilitates the given reaction. Reactant: [CH2:1]([O:8][C:9]1[CH:14]=[CH:13][C:12]([Br:15])=[C:11]([CH3:16])[C:10]=1[N+:17]([O-:19])=[O:18])[C:2]1[CH:7]=[CH:6][CH:5]=[CH:4][CH:3]=1.[CH3:20][N:21]([CH:23](OC)OC)[CH3:22].N1CC[CH2:30][CH2:29]1.CCOC(C)=O.CCCCCC. Product: [CH2:1]([O:8][C:9]1[C:10]([N+:17]([O-:19])=[O:18])=[C:11](/[CH:16]=[CH:20]/[N:21]2[CH2:23][CH2:30][CH2:29][CH2:22]2)[C:12]([Br:15])=[CH:13][CH:14]=1)[C:2]1[CH:7]=[CH:6][CH:5]=[CH:4][CH:3]=1. The catalyst class is: 3.